This data is from Reaction yield outcomes from USPTO patents with 853,638 reactions. The task is: Predict the reaction yield, written as a fraction of the theoretical maximum amount of product (1.0 means a 100% yield; for example, 0.34 means a 34% yield). (1) The reactants are N[C:2]1[C:7]([Br:8])=[CH:6][C:5]([N+:9]([O-:11])=[O:10])=[CH:4][C:3]=1[OH:12].S(=O)(=O)(O)O.N([O-])=O.[Na+]. The catalyst is CCO. The product is [Br:8][C:7]1[CH:2]=[C:3]([OH:12])[CH:4]=[C:5]([N+:9]([O-:11])=[O:10])[CH:6]=1. The yield is 0.850. (2) The reactants are [C:1]([N:8]([C:16]([O:18][C:19]([CH3:22])([CH3:21])[CH3:20])=[O:17])[C:9]1C=CNC(=O)[N:10]=1)([O:3][C:4]([CH3:7])([CH3:6])[CH3:5])=[O:2].[CH:23]1[CH:24]=[CH:25][C:26](C[C@H](N)[C:31]([NH:33][C@H:34]([C:42]([NH2:44])=[O:43])[CH2:35]C2C=CC=CC=2)=O)=[CH:27][CH:28]=1.C([C:53]([C:68](OC(C)(C)C)=O)([NH:57]C1NC(=O)C2NC=NC=2N=1)[C:54]([OH:56])=[O:55])(OC(C)(C)C)=O. No catalyst specified. The product is [C:16]([N:8]([C:1]([O:3][C:4]([CH3:7])([CH3:6])[CH3:5])=[O:2])[C:9]1[NH:44][C:42](=[O:43])[C:34]2[NH:33][CH:31]=[N:57][C:35]=2[N:10]=1)([O:18][C:19]([CH3:22])([CH3:21])[CH3:20])=[O:17].[NH2:57][C@H:53]([C:54]([OH:56])=[O:55])[CH2:68][C:23]1[CH:24]=[CH:25][CH:26]=[CH:27][CH:28]=1. The yield is 0.810. (3) The reactants are O.[NH2:2][NH2:3].[Br:4][C:5]1[C:6](O[C:9](=[O:11])[CH:10]=1)=[O:7].NN. The catalyst is C1COCC1. The product is [Br:4][C:5]1[C:6](=[O:7])[NH:2][NH:3][C:9](=[O:11])[CH:10]=1. The yield is 0.770. (4) The reactants are [Br:1][C:2]1[C:3]([F:12])=[C:4]2[C:10]([NH2:11])=[CH:9][NH:8][C:5]2=[N:6][CH:7]=1.[CH3:13][C:14]1[O:18][N:17]=[C:16]([C:19](O)=[O:20])[CH:15]=1.C(N(CC)CC)C.C1N(P(Cl)(N2C(=O)OCC2)=O)C(=O)OC1.[Li+].[OH-]. The catalyst is C(Cl)Cl. The product is [Br:1][C:2]1[C:3]([F:12])=[C:4]2[C:10]([NH:11][C:19]([C:16]3[CH:15]=[C:14]([CH3:13])[O:18][N:17]=3)=[O:20])=[CH:9][NH:8][C:5]2=[N:6][CH:7]=1. The yield is 0.710. (5) The reactants are N([O-])=O.[Na+].[NH2:5][C:6]1[C:11]([OH:12])=[CH:10][CH:9]=[C:8]([CH3:13])[CH:7]=1.[N-:14]=[N+:15]=[N-].[Na+]. The catalyst is O. The product is [N:5]([C:6]1[C:11]([OH:12])=[CH:10][CH:9]=[C:8]([CH3:13])[CH:7]=1)=[N+:14]=[N-:15]. The yield is 0.890. (6) The reactants are C([N-]C(C)C)(C)C.[Li+].[F:9][C:10]1[CH:15]=[CH:14][N:13]=[CH:12][C:11]=1[CH3:16].[CH2:17]([Sn:21](Cl)([CH2:26][CH2:27][CH2:28][CH3:29])[CH2:22][CH2:23][CH2:24][CH3:25])[CH2:18][CH2:19][CH3:20]. The catalyst is C1COCC1. The product is [F:9][C:10]1[C:15]([Sn:21]([CH2:22][CH2:23][CH2:24][CH3:25])([CH2:26][CH2:27][CH2:28][CH3:29])[CH2:17][CH2:18][CH2:19][CH3:20])=[CH:14][N:13]=[CH:12][C:11]=1[CH3:16]. The yield is 0.410.